This data is from Catalyst prediction with 721,799 reactions and 888 catalyst types from USPTO. The task is: Predict which catalyst facilitates the given reaction. (1) Product: [C:1]([O:5][C:6]([N:8]1[CH2:13][CH2:12][CH:11]([O:14][C:15]2[C:20]([NH2:21])=[C:19]([NH:24][C:25]3[CH:26]=[CH:27][C:28]([S:31]([CH3:34])(=[O:33])=[O:32])=[CH:29][CH:30]=3)[N:18]=[CH:17][N:16]=2)[CH2:10][CH2:9]1)=[O:7])([CH3:4])([CH3:3])[CH3:2]. Reactant: [C:1]([O:5][C:6]([N:8]1[CH2:13][CH2:12][CH:11]([O:14][C:15]2[C:20]([N+:21]([O-])=O)=[C:19]([NH:24][C:25]3[CH:30]=[CH:29][C:28]([S:31]([CH3:34])(=[O:33])=[O:32])=[CH:27][CH:26]=3)[N:18]=[CH:17][N:16]=2)[CH2:10][CH2:9]1)=[O:7])([CH3:4])([CH3:3])[CH3:2]. The catalyst class is: 78. (2) The catalyst class is: 36. Product: [CH:1]1([CH:4]([C:11]2[CH:16]=[C:15]([O:17][CH2:18][C:19]3[CH:24]=[CH:23][C:22]([C:25]4[CH:30]=[C:29]([O:31][CH3:32])[CH:28]=[CH:27][C:26]=4[F:33])=[C:21]([O:34][CH2:35][CH:36]([CH3:38])[CH3:37])[N:20]=3)[N:14]=[CH:13][N:12]=2)[CH2:5][C:6]([OH:8])=[O:7])[CH2:2][CH2:3]1. Reactant: [CH:1]1([CH:4]([C:11]2[CH:16]=[C:15]([O:17][CH2:18][C:19]3[CH:24]=[CH:23][C:22]([C:25]4[CH:30]=[C:29]([O:31][CH3:32])[CH:28]=[CH:27][C:26]=4[F:33])=[C:21]([O:34][CH2:35][CH:36]([CH3:38])[CH3:37])[N:20]=3)[N:14]=[CH:13][N:12]=2)[CH2:5][C:6]([O:8]CC)=[O:7])[CH2:3][CH2:2]1.[OH-].[Na+].Cl. (3) Reactant: Cl.[F:2][C:3]1[CH:4]=[C:5]([CH:45]=[CH:46][CH:47]=1)[CH2:6][N:7]1[CH:11]=[C:10]([C:12]2[C:20]3[C:15](=[N:16][CH:17]=[C:18]([C:21]4[CH:26]=[CH:25][C:24]([N:27]5[CH2:32][CH2:31][NH:30][CH2:29][CH2:28]5)=[C:23]([O:33][CH3:34])[CH:22]=4)[CH:19]=3)[N:14]([S:35]([C:38]3[CH:44]=[CH:43][C:41]([CH3:42])=[CH:40][CH:39]=3)(=[O:37])=[O:36])[CH:13]=2)[CH:9]=[N:8]1.[CH3:48][C@H:49]1[CH2:51][O:50]1.CCN(C(C)C)C(C)C. Product: [F:2][C:3]1[CH:4]=[C:5]([CH:45]=[CH:46][CH:47]=1)[CH2:6][N:7]1[CH:11]=[C:10]([C:12]2[C:20]3[C:15](=[N:16][CH:17]=[C:18]([C:21]4[CH:26]=[CH:25][C:24]([N:27]5[CH2:28][CH2:29][N:30]([CH2:48][C@@H:49]([OH:50])[CH3:51])[CH2:31][CH2:32]5)=[C:23]([O:33][CH3:34])[CH:22]=4)[CH:19]=3)[N:14]([S:35]([C:38]3[CH:39]=[CH:40][C:41]([CH3:42])=[CH:43][CH:44]=3)(=[O:36])=[O:37])[CH:13]=2)[CH:9]=[N:8]1. The catalyst class is: 8. (4) Reactant: [OH:1][C:2]1[C:3](=[O:29])[C:4]([C:18]2[N:22]([C:23]3[CH:28]=[CH:27][CH:26]=[CH:25][CH:24]=3)[N:21]=[CH:20][CH:19]=2)=[N:5][N:6]([C:8]2[CH:13]=[CH:12][CH:11]=[C:10]([C:14]([F:17])([F:16])[F:15])[CH:9]=2)[CH:7]=1.I[CH2:31][CH3:32].C([O-])([O-])=O.[K+].[K+].O. Product: [CH2:31]([O:1][C:2]1[C:3](=[O:29])[C:4]([C:18]2[N:22]([C:23]3[CH:24]=[CH:25][CH:26]=[CH:27][CH:28]=3)[N:21]=[CH:20][CH:19]=2)=[N:5][N:6]([C:8]2[CH:13]=[CH:12][CH:11]=[C:10]([C:14]([F:16])([F:15])[F:17])[CH:9]=2)[CH:7]=1)[CH3:32]. The catalyst class is: 3. (5) Reactant: C([N:4]([CH2:8][CH3:9])[CH:5]([CH3:7])[CH3:6])(C)C.[F:10][C:11]([F:25])([F:24])/[CH:12]=[CH:13]/[C:14]1[CH:22]=[CH:21]C(C(O)=O)=[C:16]([CH3:23])[CH:15]=1.[OH:26]N1C2C=CC=CC=2N=N1.Cl.CN(C)CCCN=C=NCC.NC1C=[CH:51][C:52]2[O:56][C:55]([CH2:57][OH:58])=[N:54][C:53]=2C=1. Product: [OH:58][CH2:57][C:55]1[O:56][C:52]2[CH:51]=[CH:6][C:5]([NH:4][C:8](=[O:26])[C:9]3[CH:23]=[CH:16][CH:15]=[C:14](/[CH:13]=[CH:12]/[C:11]([F:10])([F:24])[F:25])[C:22]=3[CH3:21])=[CH:7][C:53]=2[N:54]=1. The catalyst class is: 2. (6) Reactant: [CH:1]1([N:5]2[CH2:10][CH2:9][CH:8]([O:11][C:12]3[CH:17]=[CH:16][C:15]([C:18]4[N:19]([CH3:31])[C:20](=[O:30])[C:21]5[CH:27]=[CH:26][N:25]=[C:24]([O:28]C)[C:22]=5[N:23]=4)=[CH:14][CH:13]=3)[CH2:7][CH2:6]2)[CH2:4][CH2:3][CH2:2]1.B(F)(F)F.[OH-].[Na+]. Product: [CH:1]1([N:5]2[CH2:6][CH2:7][CH:8]([O:11][C:12]3[CH:17]=[CH:16][C:15]([C:18]4[N:19]([CH3:31])[C:20](=[O:30])[C:21]5[CH:27]=[CH:26][NH:25][C:24](=[O:28])[C:22]=5[N:23]=4)=[CH:14][CH:13]=3)[CH2:9][CH2:10]2)[CH2:2][CH2:3][CH2:4]1. The catalyst class is: 96. (7) Reactant: [CH2:1]([N:8]1[CH2:18][CH2:17][C:11]2[N:12]=[CH:13][NH:14][C:15](=O)[C:10]=2[CH2:9]1)[C:2]1[CH:7]=[CH:6][CH:5]=[CH:4][CH:3]=1.P(Cl)(Cl)([Cl:21])=O.C(#N)C. Product: [CH2:1]([N:8]1[CH2:18][CH2:17][C:11]2[N:12]=[CH:13][N:14]=[C:15]([Cl:21])[C:10]=2[CH2:9]1)[C:2]1[CH:7]=[CH:6][CH:5]=[CH:4][CH:3]=1. The catalyst class is: 3.